Dataset: Forward reaction prediction with 1.9M reactions from USPTO patents (1976-2016). Task: Predict the product of the given reaction. (1) Given the reactants Cl[C:2]([F:19])([F:18])[CH2:3][O:4][C:5]([F:17])([F:16])[C:6]([F:15])([F:14])[C:7]([F:13])([F:12])[C:8]([F:11])([F:10])[F:9].[OH-].[K+], predict the reaction product. The product is: [F:18][C:2]([F:19])=[CH:3][O:4][C:5]([F:16])([F:17])[C:6]([F:14])([F:15])[C:7]([F:12])([F:13])[C:8]([F:11])([F:10])[F:9]. (2) The product is: [CH2:1]([O:8][C:9]1[C:14](=[O:15])[C:13]([CH:27]([OH:28])[C:23]([F:26])([F:25])[F:24])=[CH:12][NH:11][C:10]=1[CH3:16])[C:2]1[CH:3]=[CH:4][CH:5]=[CH:6][CH:7]=1. Given the reactants [CH2:1]([O:8][C:9]1[C:14](=[O:15])[CH:13]=[CH:12][NH:11][C:10]=1[CH3:16])[C:2]1[CH:7]=[CH:6][CH:5]=[CH:4][CH:3]=1.C(=O)([O-])[O-].[K+].[K+].[C:23]([CH:27](OC)[OH:28])([F:26])([F:25])[F:24].ClCCl, predict the reaction product. (3) Given the reactants Br[C:2]1[CH:3]=[N:4][CH:5]=[C:6]([O:8][CH3:9])[CH:7]=1.[B:10]1([B:10]2[O:14][C:13]([CH3:16])([CH3:15])[C:12]([CH3:18])([CH3:17])[O:11]2)[O:14][C:13]([CH3:16])([CH3:15])[C:12]([CH3:18])([CH3:17])[O:11]1.C([O-])(=O)C.[K+].C(Cl)Cl, predict the reaction product. The product is: [CH3:9][O:8][C:6]1[CH:5]=[N:4][CH:3]=[C:2]([B:10]2[O:14][C:13]([CH3:16])([CH3:15])[C:12]([CH3:18])([CH3:17])[O:11]2)[CH:7]=1. (4) Given the reactants C=O.[Cl:3][C:4]1[CH:29]=[CH:28][C:7]2[N:8]3[C:12]([CH2:13][NH:14][CH2:15][C:6]=2[CH:5]=1)=[N:11][N:10]=[C:9]3[CH:16]1[CH2:21][CH2:20][N:19]([C:22]2[CH:27]=[CH:26][CH:25]=[CH:24][N:23]=2)[CH2:18][CH2:17]1.[C:30](O[BH-](OC(=O)C)OC(=O)C)(=O)C.[Na+], predict the reaction product. The product is: [ClH:3].[ClH:3].[ClH:3].[Cl:3][C:4]1[CH:29]=[CH:28][C:7]2[N:8]3[C:12]([CH2:13][N:14]([CH3:30])[CH2:15][C:6]=2[CH:5]=1)=[N:11][N:10]=[C:9]3[CH:16]1[CH2:17][CH2:18][N:19]([C:22]2[CH:27]=[CH:26][CH:25]=[CH:24][N:23]=2)[CH2:20][CH2:21]1.